Dataset: Full USPTO retrosynthesis dataset with 1.9M reactions from patents (1976-2016). Task: Predict the reactants needed to synthesize the given product. (1) Given the product [N:1]1[CH:6]=[CH:5][CH:4]=[CH:3][C:2]=1[CH:7]([CH:13]1[CH2:18][CH2:17][CH2:16][CH2:15][CH2:14]1)[CH3:9], predict the reactants needed to synthesize it. The reactants are: [N:1]1[CH:6]=[CH:5][CH:4]=[CH:3][C:2]=1[CH3:7].[Li+].[CH3:9]CC[CH2-].[CH:13]1(CBr)[CH2:18][CH2:17][CH2:16][CH2:15][CH2:14]1. (2) Given the product [CH3:26][CH:25]([NH:27][C:2]1[C:3]([CH3:22])=[N:4][C:5]2[C:10]([N:11]=1)=[C:9]([C:12]1[NH:20][C:19]3[CH2:18][CH2:17][NH:16][C:15](=[O:21])[C:14]=3[CH:13]=1)[CH:8]=[CH:7][CH:6]=2)[CH:24]([CH3:28])[CH3:23], predict the reactants needed to synthesize it. The reactants are: F[C:2]1[C:3]([CH3:22])=[N:4][C:5]2[C:10]([N:11]=1)=[C:9]([C:12]1[NH:20][C:19]3[CH2:18][CH2:17][NH:16][C:15](=[O:21])[C:14]=3[CH:13]=1)[CH:8]=[CH:7][CH:6]=2.[CH3:23][CH:24]([CH3:28])[CH:25]([NH2:27])[CH3:26]. (3) Given the product [C:6]([NH2:8])(=[O:7])[C:5]1[CH:26]=[CH:27][CH:2]=[N:3][CH:4]=1, predict the reactants needed to synthesize it. The reactants are: Cl[C:2]1[CH:27]=[CH:26][C:5]([C:6]([NH:8]C2C=CC(Cl)=C(NC(=O)C3C=CC(F)=CC=3)C=2)=[O:7])=[CH:4][N:3]=1.C[C@H]1CNC[C@@H](C)N1. (4) Given the product [ClH:1].[N:2]1([CH:11]([C:22]2[CH:27]=[CH:26][CH:25]=[CH:24][CH:23]=2)[CH:12]([OH:21])[CH2:13][N:14]2[CH2:19][CH2:18][O:49][CH2:16][CH2:15]2)[C:10]2[C:5](=[CH:6][CH:7]=[CH:8][CH:9]=2)[CH:4]=[CH:3]1, predict the reactants needed to synthesize it. The reactants are: [ClH:1].[N:2]1([CH:11]([C:22]2[CH:27]=[CH:26][CH:25]=[CH:24][CH:23]=2)[CH:12]([OH:21])[CH2:13][N:14]2[CH2:19][CH2:18]N(C)[CH2:16][CH2:15]2)[C:10]2[C:5](=[CH:6][CH:7]=[CH:8][CH:9]=2)[CH:4]=[CH:3]1.Cl.Cl.N1(C(C2C=CC=CC=2)C([OH:49])CN2CCN(C)CC2)C2C(=CC=CC=2)C=C1.N1CCOCC1. (5) Given the product [O:1]=[C:2]1[C:11]([N:12]2[C:21]3[C:16](=[CH:17][CH:18]=[CH:19][CH:20]=3)[CH2:15][CH2:14][CH2:13]2)=[N:10][C:9]2[C:4](=[CH:5][CH:6]=[C:7]([C:22]([OH:24])=[O:23])[CH:8]=2)[NH:3]1, predict the reactants needed to synthesize it. The reactants are: [O:1]=[C:2]1[C:11]([N:12]2[C:21]3[C:16](=[CH:17][CH:18]=[CH:19][CH:20]=3)[CH2:15][CH2:14][CH2:13]2)=[N:10][C:9]2[C:4](=[CH:5][CH:6]=[C:7]([C:22]([O:24]C)=[O:23])[CH:8]=2)[NH:3]1.[OH-].[K+].O. (6) The reactants are: [F:1][C:2]1[CH:3]=[C:4]2[C:8](=[CH:9][CH:10]=1)[NH:7][C:6](=[O:11])[C:5]2=[CH:12][C:13]1[CH:14]=[C:15]([CH:29]=[CH:30][CH:31]=1)[C:16]([NH:18][CH2:19][CH2:20][CH2:21][CH2:22][CH2:23][CH2:24][CH2:25][C:26]([OH:28])=O)=[O:17].Cl.C(N=C=NCCCN(C)C)C.OC1C2N=NNC=2C=CC=1.C(N(CC)CC)C.[F:61][C:62]1[CH:67]=[CH:66][C:65]([NH2:68])=[C:64]([NH2:69])[CH:63]=1. Given the product [F:1][C:2]1[CH:3]=[C:4]2[C:8](=[CH:9][CH:10]=1)[NH:7][C:6](=[O:11])[C:5]2=[CH:12][C:13]1[CH:14]=[C:15]([CH:29]=[CH:30][CH:31]=1)[C:16]([NH:18][CH2:19][CH2:20][CH2:21][CH2:22][CH2:23][CH2:24][CH2:25][C:26]([NH:68][C:65]1[CH:66]=[CH:67][C:62]([F:61])=[CH:63][C:64]=1[NH2:69])=[O:28])=[O:17], predict the reactants needed to synthesize it. (7) Given the product [NH2:5][CH2:9][CH2:10][NH:11][S:12]([C:15]1[CH:16]=[CH:17][C:18]([C:31]2[CH:36]=[CH:35][N:34]=[C:33]3[N:37]([S:43]([C:46]4[CH:51]=[CH:50][CH:49]=[CH:48][CH:47]=4)(=[O:44])=[O:45])[C:38]([CH:40]([F:42])[F:41])=[CH:39][C:32]=23)=[CH:19][CH:20]=1)(=[O:13])=[O:14], predict the reactants needed to synthesize it. The reactants are: CC([N:5]([CH2:9][CH2:10][NH:11][S:12]([C:15]1[CH:20]=[CH:19][C:18](B2OC(C)(C)C(C)(C)O2)=[CH:17][CH:16]=1)(=[O:14])=[O:13])C(=O)[O-])(C)C.Br[C:31]1[CH:36]=[CH:35][N:34]=[C:33]2[N:37]([S:43]([C:46]3[CH:51]=[CH:50][CH:49]=[CH:48][CH:47]=3)(=[O:45])=[O:44])[C:38]([CH:40]([F:42])[F:41])=[CH:39][C:32]=12.[Na]. (8) Given the product [CH:34]1([C:39]([CH:15]2[CH2:14][CH2:13][CH2:12][C:11]3[CH:18]=[C:7]([N:6]4[CH2:5][C@H:4]([CH2:19][NH:20][C:21](=[O:23])[CH3:22])[O:3][C:2]4=[O:1])[CH:8]=[CH:9][C:10]=3[C:16]2=[O:17])=[O:40])[CH2:38][CH2:37][CH2:36][CH2:35]1, predict the reactants needed to synthesize it. The reactants are: [O:1]=[C:2]1[N:6]([C:7]2[CH:8]=[CH:9][C:10]3[C:16](=[O:17])[CH2:15][CH2:14][CH2:13][CH2:12][C:11]=3[CH:18]=2)[CH2:5][C@H:4]([CH2:19][NH:20][C:21](=[O:23])[CH3:22])[O:3]1.[Li+].C[Si]([N-][Si](C)(C)C)(C)C.[CH:34]1([C:39](Cl)=[O:40])[CH2:38][CH2:37][CH2:36][CH2:35]1.Cl. (9) The reactants are: C[O:2][C:3](=[O:23])[CH2:4][CH2:5][NH:6][C:7](=[O:22])[C:8]1[CH:13]=[CH:12][C:11]([CH:14]([OH:21])[CH2:15][CH2:16][C:17]([F:20])([F:19])[F:18])=[CH:10][CH:9]=1.[CH3:24][C:25]1[CH:26]=[C:27](O)[CH:28]=[N:29][C:30]=1[C:31]1[CH:36]=[CH:35][C:34]([C:37]([F:40])([F:39])[F:38])=[CH:33][CH:32]=1. Given the product [F:18][C:17]([F:20])([F:19])[CH2:16][CH2:15][CH:14]([C:11]1[CH:12]=[CH:13][C:8]([C:7]([NH:6][CH2:5][CH2:4][C:3]([OH:2])=[O:23])=[O:22])=[CH:9][CH:10]=1)[O:21][C:27]1[CH:28]=[N:29][C:30]([C:31]2[CH:36]=[CH:35][C:34]([C:37]([F:39])([F:40])[F:38])=[CH:33][CH:32]=2)=[C:25]([CH3:24])[CH:26]=1, predict the reactants needed to synthesize it. (10) Given the product [CH3:20][CH2:19][CH2:18][CH2:17][CH2:16][CH2:15][CH2:14][CH2:13][CH2:12][CH2:11][CH2:10][CH3:9], predict the reactants needed to synthesize it. The reactants are: C(OC(=N)CO)C.N[CH2:9][CH2:10][CH2:11][CH2:12][CH2:13][CH2:14][CH2:15][CH2:16][CH2:17][CH2:18][CH2:19][CH2:20]N.[OH-].[Na+].